From a dataset of Reaction yield outcomes from USPTO patents with 853,638 reactions. Predict the reaction yield, written as a fraction of the theoretical maximum amount of product (1.0 means a 100% yield; for example, 0.34 means a 34% yield). (1) The reactants are Cl[CH2:2][C:3]1[CH:21]=[CH:20][C:6]([O:7][CH2:8][C:9]2[N:10]=[C:11]([C:15]3[O:16][CH:17]=[CH:18][CH:19]=3)[O:12][C:13]=2[CH3:14])=[CH:5][CH:4]=1.[OH:22][C:23]1[C:27]([CH:28]=[O:29])=[CH:26][N:25]([C:30]2[CH:35]=[CH:34][CH:33]=[CH:32][CH:31]=2)[N:24]=1.C(=O)([O-])[O-].[K+].[K+].CN(C)C=O. The catalyst is O. The product is [O:16]1[CH:17]=[CH:18][CH:19]=[C:15]1[C:11]1[O:12][C:13]([CH3:14])=[C:9]([CH2:8][O:7][C:6]2[CH:20]=[CH:21][C:3]([CH2:2][O:22][C:23]3[C:27]([CH:28]=[O:29])=[CH:26][N:25]([C:30]4[CH:31]=[CH:32][CH:33]=[CH:34][CH:35]=4)[N:24]=3)=[CH:4][CH:5]=2)[N:10]=1. The yield is 0.650. (2) The reactants are [Cl:1][C:2]1[CH:7]=[C:6]([O:8][C:9]2[CH:14]=[CH:13][C:12]([Cl:15])=[CH:11][CH:10]=2)[CH:5]=[CH:4][C:3]=1[C:16](=[O:23])[CH2:17][N:18]1[CH:22]=[N:21][CH:20]=[N:19]1.[CH2:24]([Mg]Cl)[CH2:25][CH3:26]. The catalyst is ClCCl.C1COCC1. The product is [Cl:1][C:2]1[CH:7]=[C:6]([O:8][C:9]2[CH:10]=[CH:11][C:12]([Cl:15])=[CH:13][CH:14]=2)[CH:5]=[CH:4][C:3]=1[C:16]([OH:23])([CH2:24][CH2:25][CH3:26])[CH2:17][N:18]1[CH:22]=[N:21][CH:20]=[N:19]1. The yield is 0.360. (3) The reactants are [F:1][C:2]1[CH:24]=[CH:23][C:5]([O:6][C:7]2[CH:8]=[C:9]3[C:13](=[CH:14][C:15]=2[C:16]([NH2:18])=[O:17])[N:12]([CH2:19][CH:20]([CH3:22])[CH3:21])[N:11]=[CH:10]3)=[CH:4][CH:3]=1.C(N1C=CN=C1)(N1C=CN=C1)=O.[CH2:37]([NH:44][CH2:45][CH2:46]N)[C:38]1[CH:43]=[CH:42][CH:41]=[CH:40][CH:39]=1. The catalyst is C1COCC1. The product is [CH2:37]([NH:44][CH2:45][CH2:46][NH:18][C:16]([C:15]1[CH:14]=[C:13]2[C:9]([CH:10]=[N:11][N:12]2[CH2:19][CH:20]([CH3:22])[CH3:21])=[CH:8][C:7]=1[O:6][C:5]1[CH:23]=[CH:24][C:2]([F:1])=[CH:3][CH:4]=1)=[O:17])[C:38]1[CH:43]=[CH:42][CH:41]=[CH:40][CH:39]=1. The yield is 1.00. (4) The reactants are [Cl:1][CH2:2][CH2:3][O:4][C:5]1[CH:12]=[CH:11][C:8]([CH2:9]O)=[CH:7][CH:6]=1.S(Br)([Br:15])=O. The catalyst is O1CCOCC1.CCOCC. The product is [Cl:1][CH2:2][CH2:3][O:4][C:5]1[CH:12]=[CH:11][C:8]([CH2:9][Br:15])=[CH:7][CH:6]=1. The yield is 0.580.